This data is from NCI-60 drug combinations with 297,098 pairs across 59 cell lines. The task is: Regression. Given two drug SMILES strings and cell line genomic features, predict the synergy score measuring deviation from expected non-interaction effect. (1) Drug 1: COC1=NC(=NC2=C1N=CN2C3C(C(C(O3)CO)O)O)N. Drug 2: C1CNP(=O)(OC1)N(CCCl)CCCl. Cell line: BT-549. Synergy scores: CSS=-7.84, Synergy_ZIP=5.83, Synergy_Bliss=-0.643, Synergy_Loewe=-10.1, Synergy_HSA=-10.3. (2) Drug 1: CC(C)(C#N)C1=CC(=CC(=C1)CN2C=NC=N2)C(C)(C)C#N. Drug 2: N.N.Cl[Pt+2]Cl. Cell line: CCRF-CEM. Synergy scores: CSS=41.6, Synergy_ZIP=2.48, Synergy_Bliss=1.61, Synergy_Loewe=-3.16, Synergy_HSA=-2.56. (3) Drug 1: CCCCC(=O)OCC(=O)C1(CC(C2=C(C1)C(=C3C(=C2O)C(=O)C4=C(C3=O)C=CC=C4OC)O)OC5CC(C(C(O5)C)O)NC(=O)C(F)(F)F)O. Synergy scores: CSS=32.0, Synergy_ZIP=0.681, Synergy_Bliss=-1.13, Synergy_Loewe=0.597, Synergy_HSA=-1.13. Cell line: SF-295. Drug 2: CCN(CC)CCCC(C)NC1=C2C=C(C=CC2=NC3=C1C=CC(=C3)Cl)OC. (4) Cell line: KM12. Synergy scores: CSS=47.6, Synergy_ZIP=2.49, Synergy_Bliss=2.15, Synergy_Loewe=-22.9, Synergy_HSA=-2.05. Drug 1: CC1C(C(CC(O1)OC2CC(OC(C2O)C)OC3=CC4=CC5=C(C(=O)C(C(C5)C(C(=O)C(C(C)O)O)OC)OC6CC(C(C(O6)C)O)OC7CC(C(C(O7)C)O)OC8CC(C(C(O8)C)O)(C)O)C(=C4C(=C3C)O)O)O)O. Drug 2: CS(=O)(=O)OCCCCOS(=O)(=O)C. (5) Drug 1: CC1=C(C=C(C=C1)NC2=NC=CC(=N2)N(C)C3=CC4=NN(C(=C4C=C3)C)C)S(=O)(=O)N.Cl. Drug 2: CC(C1=C(C=CC(=C1Cl)F)Cl)OC2=C(N=CC(=C2)C3=CN(N=C3)C4CCNCC4)N. Cell line: NCIH23. Synergy scores: CSS=12.9, Synergy_ZIP=-4.56, Synergy_Bliss=-1.02, Synergy_Loewe=-0.899, Synergy_HSA=-1.32. (6) Drug 1: CC12CCC3C(C1CCC2=O)CC(=C)C4=CC(=O)C=CC34C. Drug 2: C1C(C(OC1N2C=NC3=C2NC=NCC3O)CO)O. Cell line: MDA-MB-231. Synergy scores: CSS=32.3, Synergy_ZIP=-1.02, Synergy_Bliss=0.958, Synergy_Loewe=1.24, Synergy_HSA=1.55. (7) Cell line: SR. Synergy scores: CSS=85.8, Synergy_ZIP=2.45, Synergy_Bliss=2.40, Synergy_Loewe=2.24, Synergy_HSA=4.25. Drug 2: N.N.Cl[Pt+2]Cl. Drug 1: C(CCl)NC(=O)N(CCCl)N=O. (8) Drug 1: CC1=C2C(C(=O)C3(C(CC4C(C3C(C(C2(C)C)(CC1OC(=O)C(C(C5=CC=CC=C5)NC(=O)OC(C)(C)C)O)O)OC(=O)C6=CC=CC=C6)(CO4)OC(=O)C)OC)C)OC. Drug 2: CCC1(C2=C(COC1=O)C(=O)N3CC4=CC5=C(C=CC(=C5CN(C)C)O)N=C4C3=C2)O.Cl. Cell line: NCI/ADR-RES. Synergy scores: CSS=6.25, Synergy_ZIP=-1.89, Synergy_Bliss=-0.492, Synergy_Loewe=-0.990, Synergy_HSA=-0.792.